From a dataset of Forward reaction prediction with 1.9M reactions from USPTO patents (1976-2016). Predict the product of the given reaction. (1) Given the reactants C(OC(=O)[NH:7][CH2:8][C:9]1[CH:14]=[CH:13][C:12]([C:15]([N:17]2[CH2:26][C:25]3[CH:24]=[N:23][N:22]([CH3:27])[C:21]=3[NH:20][C:19]3[CH:28]=[C:29]([Cl:32])[CH:30]=[CH:31][C:18]2=3)=[O:16])=[CH:11][C:10]=1[F:33])(C)(C)C.C1C(N=NC2C(=O)N(C3C=CC(S([O-])(=O)=O)=CC=3)N=C2C([O-])=O)=CC=C(S([O-])(=O)=O)C=1.[Na+].[Na+].[Na+].N1CCCC(=O)C2C=CC=CC1=2.Cl.O1CCOCC1, predict the reaction product. The product is: [ClH:32].[NH2:7][CH2:8][C:9]1[CH:14]=[CH:13][C:12]([C:15]([N:17]2[CH2:26][C:25]3[CH:24]=[N:23][N:22]([CH3:27])[C:21]=3[NH:20][C:19]3[CH:28]=[C:29]([Cl:32])[CH:30]=[CH:31][C:18]2=3)=[O:16])=[CH:11][C:10]=1[F:33]. (2) Given the reactants Br[C:2]1[CH:7]=[CH:6][C:5]([CH2:8][CH3:9])=[CH:4][N:3]=1.[CH2:10]([Sn:14](Cl)([CH2:19][CH2:20][CH2:21][CH3:22])[CH2:15][CH2:16][CH2:17][CH3:18])[CH2:11][CH2:12][CH3:13].C([Li])CCC, predict the reaction product. The product is: [CH2:8]([C:5]1[CH:6]=[CH:7][C:2]([Sn:14]([CH2:15][CH2:16][CH2:17][CH3:18])([CH2:19][CH2:20][CH2:21][CH3:22])[CH2:10][CH2:11][CH2:12][CH3:13])=[N:3][CH:4]=1)[CH3:9].